Task: Predict the reaction yield, written as a fraction of the theoretical maximum amount of product (1.0 means a 100% yield; for example, 0.34 means a 34% yield).. Dataset: Reaction yield outcomes from USPTO patents with 853,638 reactions (1) The reactants are Br[C:2]1[C:3]2[N:4]([CH:8]=[C:9]([CH2:11][CH2:12][C:13]#[C:14][C:15]3[CH:20]=[CH:19][CH:18]=[C:17]([CH2:21][F:22])[N:16]=3)[N:10]=2)[CH:5]=[CH:6][CH:7]=1.[C:23]1(B(O)O)[CH:28]=[CH:27][CH:26]=[CH:25][CH:24]=1.[O-]P([O-])([O-])=O.[K+].[K+].[K+]. The catalyst is COCCOC.CCOC(C)=O.C1C=CC([P]([Pd]([P](C2C=CC=CC=2)(C2C=CC=CC=2)C2C=CC=CC=2)([P](C2C=CC=CC=2)(C2C=CC=CC=2)C2C=CC=CC=2)[P](C2C=CC=CC=2)(C2C=CC=CC=2)C2C=CC=CC=2)(C2C=CC=CC=2)C2C=CC=CC=2)=CC=1. The product is [F:22][CH2:21][C:17]1[N:16]=[C:15]([C:14]#[C:13][CH2:12][CH2:11][C:9]2[N:10]=[C:3]3[C:2]([C:23]4[CH:28]=[CH:27][CH:26]=[CH:25][CH:24]=4)=[CH:7][CH:6]=[CH:5][N:4]3[CH:8]=2)[CH:20]=[CH:19][CH:18]=1. The yield is 0.460. (2) The reactants are Br[C:2]1[CH:7]=[CH:6][C:5]([CH3:8])=[CH:4][CH:3]=1.[CH2:9]([NH:13][CH2:14][CH2:15][CH2:16][CH3:17])[CH2:10][CH2:11][CH3:12].CC(C)([O-])C.[Na+]. No catalyst specified. The product is [CH2:9]([N:13]([CH2:14][CH2:15][CH2:16][CH3:17])[C:2]1[CH:7]=[CH:6][C:5]([CH3:8])=[CH:4][CH:3]=1)[CH2:10][CH2:11][CH3:12]. The yield is 0.930.